Dataset: Catalyst prediction with 721,799 reactions and 888 catalyst types from USPTO. Task: Predict which catalyst facilitates the given reaction. (1) Reactant: C[Si](C)(C)[C:3]#[N:4].O1CCCC1.[F-].C([N+](CCCC)(CCCC)CCCC)CCC.[Br:30][C:31]1[CH:40]=[CH:39][C:34]([C:35]([O:37][CH3:38])=[O:36])=[CH:33][C:32]=1[CH2:41]Br. Product: [CH3:38][O:37][C:35](=[O:36])[C:34]1[CH:39]=[CH:40][C:31]([Br:30])=[C:32]([CH2:41][C:3]#[N:4])[CH:33]=1. The catalyst class is: 10. (2) Reactant: [Br:1][C:2]1[C:3]([O:9][CH3:10])=[N:4][CH:5]=[CH:6][C:7]=1[CH3:8].C1C(=O)N([Cl:18])C(=O)C1. Product: [Br:1][C:2]1[C:3]([O:9][CH3:10])=[N:4][CH:5]=[C:6]([Cl:18])[C:7]=1[CH3:8]. The catalyst class is: 3. (3) Reactant: [CH2:1]([NH2:5])[CH2:2][CH2:3][CH3:4].C([CH:8]([C:22]([O-:24])=O)[C:9]([C:19]([O-:21])=O)([OH:18])[C:10](CC)(CC)[C:11]([O-:13])=O)C. Product: [CH2:1]([NH:5][C:11](=[O:13])[CH2:10][C:9]([CH2:8][C:22]([NH:5][CH2:1][CH2:2][CH2:3][CH3:4])=[O:24])([C:19]([NH:5][CH2:1][CH2:2][CH2:3][CH3:4])=[O:21])[OH:18])[CH2:2][CH2:3][CH3:4]. The catalyst class is: 5. (4) Reactant: [Cl:1][C:2]1[N:7]=[CH:6][NH:5][C:4](=[O:8])[CH:3]=1.[OH:9][C:10]([CH3:25])([CH3:24])[CH2:11][O:12][C:13]1[CH:18]=[CH:17][C:16](B(O)O)=[CH:15][C:14]=1[O:22][CH3:23].N1C=CC=CC=1.CO. Product: [Cl:1][C:2]1[N:7]=[CH:6][N:5]([C:16]2[CH:17]=[CH:18][C:13]([O:12][CH2:11][C:10]([OH:9])([CH3:25])[CH3:24])=[C:14]([O:22][CH3:23])[CH:15]=2)[C:4](=[O:8])[CH:3]=1. The catalyst class is: 2. (5) Reactant: S(Cl)([Cl:3])=O.[Br:5][C:6]1[S:10][C:9]2=[C:11]([C:14]([OH:16])=O)[N:12]=[CH:13][N:8]2[CH:7]=1. Product: [Br:5][C:6]1[S:10][C:9]2=[C:11]([C:14]([Cl:3])=[O:16])[N:12]=[CH:13][N:8]2[CH:7]=1. The catalyst class is: 11. (6) Reactant: [CH3:1][C:2]1[NH:3][C:4](=[O:26])[C:5]([CH2:11][C:12]2[CH:17]=[CH:16][C:15]([C:18]3[C:19]([C:24]#[N:25])=[CH:20][CH:21]=[CH:22][CH:23]=3)=[CH:14][CH:13]=2)=[C:6]([CH2:8][CH2:9][CH3:10])[N:7]=1.[CH3:27][C:28]([CH3:33])=[CH:29]B(O)O.C(N(CC)CC)C.N1C=CC=CC=1. Product: [CH3:1][C:2]1[N:3]([CH:27]=[C:28]([CH3:33])[CH3:29])[C:4](=[O:26])[C:5]([CH2:11][C:12]2[CH:17]=[CH:16][C:15]([C:18]3[C:19]([C:24]#[N:25])=[CH:20][CH:21]=[CH:22][CH:23]=3)=[CH:14][CH:13]=2)=[C:6]([CH2:8][CH2:9][CH3:10])[N:7]=1. The catalyst class is: 297.